From a dataset of Peptide-MHC class I binding affinity with 185,985 pairs from IEDB/IMGT. Regression. Given a peptide amino acid sequence and an MHC pseudo amino acid sequence, predict their binding affinity value. This is MHC class I binding data. (1) The peptide sequence is GEIGAIALDF. The MHC is HLA-B44:02 with pseudo-sequence HLA-B44:02. The binding affinity (normalized) is 0.759. (2) The peptide sequence is MMWATAQAL. The MHC is HLA-B27:20 with pseudo-sequence HLA-B27:20. The binding affinity (normalized) is 0.820. (3) The peptide sequence is ESSKNQTWQI. The MHC is HLA-A68:02 with pseudo-sequence HLA-A68:02. The binding affinity (normalized) is 0.394. (4) The peptide sequence is RESIVCYFM. The MHC is HLA-B08:01 with pseudo-sequence HLA-B08:01. The binding affinity (normalized) is 0.213. (5) The peptide sequence is SSCKMALLFK. The MHC is H-2-Dd with pseudo-sequence H-2-Dd. The binding affinity (normalized) is 0.135.